Dataset: Full USPTO retrosynthesis dataset with 1.9M reactions from patents (1976-2016). Task: Predict the reactants needed to synthesize the given product. (1) Given the product [F:10][C:4]1[CH:5]=[C:6]([F:9])[CH:7]=[CH:8][C:3]=1[C:1]#[C:2][C:11]([OH:14])=[O:12], predict the reactants needed to synthesize it. The reactants are: [C:1]([C:3]1[CH:8]=[CH:7][C:6]([F:9])=[CH:5][C:4]=1[F:10])#[CH:2].[C:11](Cl)(=[O:14])[O:12]C.C1(C)C=CC(C#CC(O)=O)=CC=1. (2) The reactants are: [O:1]1[CH2:5][CH2:4][O:3][CH:2]1[C:6]1[CH:13]=[CH:12][C:9]([C:10]#[N:11])=[CH:8][CH:7]=1.[H-].[Al+3].[Li+].[H-].[H-].[H-].O.[OH-].[Na+]. Given the product [O:1]1[CH2:5][CH2:4][O:3][CH:2]1[C:6]1[CH:7]=[CH:8][C:9]([CH2:10][NH2:11])=[CH:12][CH:13]=1, predict the reactants needed to synthesize it. (3) Given the product [Si:25]([O:10][C:7]1[CH:8]=[C:9]2[C:4]([CH:3]=[N:2][NH:1]2)=[CH:5][CH:6]=1)([C:22]([CH3:24])([CH3:23])[CH3:21])([C:32]1[CH:33]=[CH:34][CH:35]=[CH:36][CH:37]=1)[C:26]1[CH:31]=[CH:30][CH:29]=[CH:28][CH:27]=1, predict the reactants needed to synthesize it. The reactants are: [NH:1]1[C:9]2[C:4](=[CH:5][CH:6]=[C:7]([OH:10])[CH:8]=2)[CH:3]=[N:2]1.CN(C=O)C.N1C=CN=C1.[CH3:21][C:22]([Si:25](Cl)([C:32]1[CH:37]=[CH:36][CH:35]=[CH:34][CH:33]=1)[C:26]1[CH:31]=[CH:30][CH:29]=[CH:28][CH:27]=1)([CH3:24])[CH3:23]. (4) Given the product [CH2:32]1[C:31]2([CH2:35][N:29]([CH:26]3[CH2:27][CH2:28][CH:23]([O:22][C:13]4[N:14]=[CH:15][N:16]=[C:17]5[C:12]=4[C:11]4[C@@H:10]([CH2:9][OH:8])[CH2:21][CH2:20][C:19]=4[S:18]5)[CH2:24][CH2:25]3)[CH2:30]2)[CH2:34][O:33]1, predict the reactants needed to synthesize it. The reactants are: [Si]([O:8][CH2:9][C@H:10]1[CH2:21][CH2:20][C:19]2[S:18][C:17]3[C:12](=[C:13]([O:22][CH:23]4[CH2:28][CH2:27][CH:26]([N:29]5[CH2:35][C:31]6([CH2:34][O:33][CH2:32]6)[CH2:30]5)[CH2:25][CH2:24]4)[N:14]=[CH:15][N:16]=3)[C:11]1=2)(C(C)(C)C)(C)C.Cl. (5) Given the product [CH2:11]([C@H:18]1[CH2:19][N:20]([C:24]2[CH:29]=[CH:28][C:27]([O:30][CH:31]([F:32])[F:33])=[C:26]([O:34][CH:35]3[CH2:38][CH2:37][CH2:36]3)[CH:25]=2)[CH2:21][CH2:22][N:23]1[C:8](=[O:10])[CH2:7][C:4]1[N:3]=[C:2]([CH3:1])[NH:6][N:5]=1)[C:12]1[CH:13]=[CH:14][CH:15]=[CH:16][CH:17]=1, predict the reactants needed to synthesize it. The reactants are: [CH3:1][C:2]1[NH:6][N:5]=[C:4]([CH2:7][C:8]([OH:10])=O)[N:3]=1.[CH2:11]([C@@H:18]1[NH:23][CH2:22][CH2:21][N:20]([C:24]2[CH:29]=[CH:28][C:27]([O:30][CH:31]([F:33])[F:32])=[C:26]([O:34][CH:35]3[CH2:38][CH2:37][CH2:36]3)[CH:25]=2)[CH2:19]1)[C:12]1[CH:17]=[CH:16][CH:15]=[CH:14][CH:13]=1. (6) Given the product [CH3:21][CH:20]([CH3:22])[CH2:19][CH2:18][NH:23][C:2](=[O:3])[O:4][C:5]1[CH:10]=[CH:9][CH:8]=[CH:7][CH:6]=1, predict the reactants needed to synthesize it. The reactants are: Cl[C:2]([O:4][C:5]1[CH:10]=[CH:9][CH:8]=[CH:7][CH:6]=1)=[O:3].C(N(CC)CC)C.[CH2:18]([NH2:23])[CH2:19][CH:20]([CH3:22])[CH3:21]. (7) Given the product [CH3:38][O:39][CH:13]([O:14][CH3:15])[O:12][C:10]1[CH:9]=[C:8]([CH:16]2[CH2:20][CH2:19][CH2:18][CH:17]2[C:21](=[O:22])[C:23]2[CH:24]=[CH:25][C:26]([O:29][CH2:30][O:31][CH3:32])=[CH:27][CH:28]=2)[CH:7]=[C:6]([CH:11]=1)[CH:5]=[O:4], predict the reactants needed to synthesize it. The reactants are: Cl[O-].[Na+].[OH:4][CH2:5][C:6]1[C:7](OCOC)=[C:8]([CH:16]2[CH2:20][CH2:19][CH2:18][CH:17]2[C:21]([C:23]2[CH:28]=[CH:27][C:26]([O:29][CH2:30][O:31][CH3:32])=[CH:25][CH:24]=2)=[O:22])[CH:9]=[C:10]([O:12][CH2:13][O:14][CH3:15])[CH:11]=1.C[CH2:38][O:39]C(C)=O. (8) Given the product [CH3:33][O:32][C:31]1[CH:30]=[C:29]([C:2]2[N:7]=[C:6]3[CH:8]([O:22][CH3:23])[N:9]([C:12]4[CH:13]=[N:14][N:15]([CH2:17][C:18]([F:21])([F:20])[F:19])[CH:16]=4)[C:10](=[O:11])[C:5]3=[CH:4][CH:3]=2)[CH:28]=[N:27][C:26]=1[O:25][CH3:24], predict the reactants needed to synthesize it. The reactants are: Cl[C:2]1[N:7]=[C:6]2[CH:8]([O:22][CH3:23])[N:9]([C:12]3[CH:13]=[N:14][N:15]([CH2:17][C:18]([F:21])([F:20])[F:19])[CH:16]=3)[C:10](=[O:11])[C:5]2=[CH:4][CH:3]=1.[CH3:24][O:25][C:26]1[C:31]([O:32][CH3:33])=[CH:30][C:29](B2OC(C)(C)C(C)(C)O2)=[CH:28][N:27]=1.C([O-])([O-])=O.[Na+].[Na+].CN(C=O)C.